From a dataset of Catalyst prediction with 721,799 reactions and 888 catalyst types from USPTO. Predict which catalyst facilitates the given reaction. Reactant: [C:1](Cl)(=[O:19])[CH2:2][CH2:3][CH2:4][CH2:5][CH2:6][CH2:7][CH2:8]/[CH:9]=[CH:10]\[CH2:11][CH2:12][CH2:13][CH2:14][CH2:15][CH2:16][CH2:17][CH3:18].O1CCOCC1.[NH2:27][C:28]1[S:29][CH:30]=[C:31]([C:33]2[CH:38]=[CH:37][C:36]([Cl:39])=[CH:35][CH:34]=2)[N:32]=1.N1C=CC=CC=1. Product: [Cl:39][C:36]1[CH:35]=[CH:34][C:33]([C:31]2[N:32]=[C:28]([NH:27][C:1](=[O:19])[CH2:2][CH2:3][CH2:4][CH2:5][CH2:6][CH2:7][CH2:8][CH:9]=[CH:10][CH2:11][CH2:12][CH2:13][CH2:14][CH2:15][CH2:16][CH2:17][CH3:18])[S:29][CH:30]=2)=[CH:38][CH:37]=1. The catalyst class is: 22.